Dataset: Full USPTO retrosynthesis dataset with 1.9M reactions from patents (1976-2016). Task: Predict the reactants needed to synthesize the given product. (1) Given the product [C:22]([C:19]1[N:18]=[C:17]2[N:13]([C@@H:6]([C:7]3[CH:8]=[CH:9][CH:10]=[CH:11][CH:12]=3)[CH2:5][C:4]([OH:37])=[O:3])[C:14](=[O:36])[N:15]([CH2:24][C:25]3[C:33]4[C:28](=[CH:29][CH:30]=[CH:31][C:32]=4[CH3:34])[N:27]([CH3:35])[CH:26]=3)[C:16]2=[CH:21][CH:20]=1)#[N:23], predict the reactants needed to synthesize it. The reactants are: C([O:3][C:4](=[O:37])[CH2:5][C@@H:6]([N:13]1[C:17]2=[N:18][C:19]([C:22]#[N:23])=[CH:20][CH:21]=[C:16]2[N:15]([CH2:24][C:25]2[C:33]3[C:28](=[CH:29][CH:30]=[CH:31][C:32]=3[CH3:34])[N:27]([CH3:35])[CH:26]=2)[C:14]1=[O:36])[C:7]1[CH:12]=[CH:11][CH:10]=[CH:9][CH:8]=1)C.O.[OH-].[Li+]. (2) The reactants are: [C:1]1([CH:7]([O:10][CH2:11][CH2:12][O:13][Si](C)(C)C)[C:8]#[N:9])[CH:6]=[CH:5][CH:4]=[CH:3][CH:2]=1.Cl. Given the product [NH2:9][CH2:8][CH:7]([C:1]1[CH:6]=[CH:5][CH:4]=[CH:3][CH:2]=1)[O:10][CH2:11][CH2:12][OH:13], predict the reactants needed to synthesize it. (3) The reactants are: [F:1][C:2]1[CH:9]=[C:8]([C:10]([F:13])([F:12])[F:11])[CH:7]=[CH:6][C:3]=1[CH2:4][NH2:5].ClC(Cl)(O[C:18](=[O:24])[O:19][C:20](Cl)(Cl)Cl)Cl.[N-:26]=[C:27]=[O:28]. Given the product [F:1][C:2]1[CH:9]=[C:8]([C:10]([F:11])([F:12])[F:13])[CH:7]=[CH:6][C:3]=1[CH2:4][NH:5][C:27]([NH:26][C:3]1[C:4]2[NH:5][C:18](=[O:24])[O:19][C:20]=2[CH:8]=[CH:9][CH:2]=1)=[O:28], predict the reactants needed to synthesize it.